This data is from Catalyst prediction with 721,799 reactions and 888 catalyst types from USPTO. The task is: Predict which catalyst facilitates the given reaction. (1) Product: [C:8]1([C:5]2[CH:4]=[CH:3][C:2]([NH:1][C:21](=[O:25])[CH:22]([CH3:24])[CH3:23])=[CH:7][CH:6]=2)[CH:13]=[CH:12][CH:11]=[CH:10][CH:9]=1. Reactant: [NH2:1][C:2]1[CH:7]=[CH:6][C:5]([C:8]2[CH:13]=[CH:12][CH:11]=[CH:10][CH:9]=2)=[CH:4][CH:3]=1.C(N(CC)CC)C.[C:21](Cl)(=[O:25])[CH:22]([CH3:24])[CH3:23]. The catalyst class is: 2. (2) Reactant: Cl[C:2]1[C:28]([CH3:29])=[CH:27][C:5]2[N:6]=[C:7]3[C:12]([N:13]([CH2:14][CH2:15][N:16]4[CH2:21][CH2:20][CH:19]([C:22]([OH:24])=[O:23])[CH2:18][CH2:17]4)[C:4]=2[CH:3]=1)=[N:11][C:10](=[O:25])[NH:9][C:8]3=[O:26].[NH2:30][CH2:31][CH2:32][C:33]([O:35][C:36]([CH3:39])([CH3:38])[CH3:37])=[O:34]. Product: [C:36]([O:35][C:33]([CH2:32][CH2:31][NH:30][C:2]1[C:28]([CH3:29])=[CH:27][C:5]2[N:6]=[C:7]3[C:12]([N:13]([CH2:14][CH2:15][N:16]4[CH2:21][CH2:20][CH:19]([C:22]([OH:24])=[O:23])[CH2:18][CH2:17]4)[C:4]=2[CH:3]=1)=[N:11][C:10](=[O:25])[NH:9][C:8]3=[O:26])=[O:34])([CH3:39])([CH3:38])[CH3:37]. The catalyst class is: 58. (3) Reactant: [CH:1]1([C@H:7]([NH:11][NH:12][C:13](=[O:23])[C:14]2[CH:19]=[CH:18][CH:17]=[C:16]([O:20][CH3:21])[C:15]=2[CH3:22])[CH2:8][CH:9]=[CH2:10])[CH2:6][CH2:5][CH2:4][CH2:3][CH2:2]1.C([O-])([O-])=O.[K+].[K+].O.[CH3:31][C:32]1[CH:33]=[C:34]([CH:38]=[C:39]([CH3:41])[CH:40]=1)[C:35](Cl)=[O:36]. Product: [CH:1]1([C@H:7]([N:11]([C:35](=[O:36])[C:34]2[CH:38]=[C:39]([CH3:41])[CH:40]=[C:32]([CH3:31])[CH:33]=2)[NH:12][C:13](=[O:23])[C:14]2[CH:19]=[CH:18][CH:17]=[C:16]([O:20][CH3:21])[C:15]=2[CH3:22])[CH2:8][CH:9]=[CH2:10])[CH2:2][CH2:3][CH2:4][CH2:5][CH2:6]1. The catalyst class is: 2. (4) Reactant: [OH:1][C:2]1[CH:11]=[CH:10][C:5]([C:6]([O:8][CH3:9])=[O:7])=[CH:4][CH:3]=1.[H-].[Na+].Cl[C:15]1[CH:20]=[C:19]([N:21]([CH2:30][O:31][CH2:32][CH2:33][Si:34]([CH3:37])([CH3:36])[CH3:35])[CH2:22][O:23][CH2:24][CH2:25][Si:26]([CH3:29])([CH3:28])[CH3:27])[N:18]2[N:38]=[CH:39][CH:40]=[C:17]2[N:16]=1.[NH4+].[Cl-]. Product: [CH3:35][Si:34]([CH3:37])([CH3:36])[CH2:33][CH2:32][O:31][CH2:30][N:21]([CH2:22][O:23][CH2:24][CH2:25][Si:26]([CH3:29])([CH3:28])[CH3:27])[C:19]1[N:18]2[N:38]=[CH:39][CH:40]=[C:17]2[N:16]=[C:15]([O:1][C:2]2[CH:3]=[CH:4][C:5]([C:6]([O:8][CH3:9])=[O:7])=[CH:10][CH:11]=2)[CH:20]=1. The catalyst class is: 3. (5) Reactant: [I-].[Na+].[CH3:3][N:4]1[C:13]2[C:8](=[CH:9][C:10]([O:14][CH2:15][CH2:16][CH2:17][N:18]([S:26]([C:29]3[CH:34]=[CH:33][CH:32]=[CH:31][C:30]=3[N+:35]([O-:37])=[O:36])(=[O:28])=[O:27])[CH2:19][CH2:20]OS(C)(=O)=O)=[CH:11][CH:12]=2)[CH:7]=[CH:6][C:5]1=[O:38].[N:39]1[CH:44]=[CH:43][CH:42]=[C:41]([CH2:45][O:46][CH:47]2[CH2:52][CH2:51][NH:50][CH2:49][CH2:48]2)[CH:40]=1.C(N(C(C)C)C(C)C)C. Product: [CH3:3][N:4]1[C:13]2[C:8](=[CH:9][C:10]([O:14][CH2:15][CH2:16][CH2:17][N:18]([CH2:19][CH2:20][N:50]3[CH2:51][CH2:52][CH:47]([O:46][CH2:45][C:41]4[CH:40]=[N:39][CH:44]=[CH:43][CH:42]=4)[CH2:48][CH2:49]3)[S:26]([C:29]3[CH:34]=[CH:33][CH:32]=[CH:31][C:30]=3[N+:35]([O-:37])=[O:36])(=[O:27])=[O:28])=[CH:11][CH:12]=2)[CH:7]=[CH:6][C:5]1=[O:38]. The catalyst class is: 10. (6) Reactant: [NH2:1][C:2](=[N:44][OH:45])[C:3]1[CH:4]=[C:5]([CH:41]=[CH:42][CH:43]=1)[CH2:6][O:7][NH:8][C:9]([CH:11]1[C:20]2[C:15](=[CH:16][CH:17]=[CH:18][CH:19]=2)[C:14](=[O:21])[N:13]([CH:22]2[CH2:27][CH2:26][CH2:25][CH2:24][CH:23]2[NH:28][S:29]([CH3:32])(=[O:31])=[O:30])[CH:12]1[C:33]1[CH:38]=[CH:37][C:36]([Cl:39])=[CH:35][C:34]=1[Cl:40])=[O:10].C(#N)C.[C:49](N1C=CN=C1)(N1C=CN=C1)=[S:50].C1CCN2C(=NCCC2)CC1. Product: [Cl:40][C:34]1[CH:35]=[C:36]([Cl:39])[CH:37]=[CH:38][C:33]=1[CH:12]1[CH:11]([C:9]([NH:8][O:7][CH2:6][C:5]2[CH:41]=[CH:42][CH:43]=[C:3]([C:2]3[NH:1][C:49](=[S:50])[O:45][N:44]=3)[CH:4]=2)=[O:10])[C:20]2[C:15](=[CH:16][CH:17]=[CH:18][CH:19]=2)[C:14](=[O:21])[N:13]1[CH:22]1[CH2:27][CH2:26][CH2:25][CH2:24][CH:23]1[NH:28][S:29]([CH3:32])(=[O:31])=[O:30]. The catalyst class is: 13. (7) Reactant: C(OC([NH:8][C:9]1[CH:14]=[CH:13][CH:12]=[CH:11][C:10]=1[C:15]1[C:16]([CH2:21][C:22]([O:24][CH3:25])=[O:23])=[N:17][O:18][C:19]=1[CH3:20])=O)(C)(C)C. Product: [NH2:8][C:9]1[CH:14]=[CH:13][CH:12]=[CH:11][C:10]=1[C:15]1[C:16]([CH2:21][C:22]([O:24][CH3:25])=[O:23])=[N:17][O:18][C:19]=1[CH3:20]. The catalyst class is: 209.